From a dataset of Forward reaction prediction with 1.9M reactions from USPTO patents (1976-2016). Predict the product of the given reaction. (1) Given the reactants [F:1][C:2]1[CH:7]=[CH:6][C:5]([CH2:8][CH2:9][CH2:10][N:11]2[CH2:20][CH2:19][CH:18]3[CH:13]([CH:14]([NH2:21])[CH2:15][CH2:16][CH2:17]3)[CH2:12]2)=[CH:4][CH:3]=1.[C:22]([C:25]1[CH:26]=[C:27]([N:31]=[C:32]=[O:33])[CH:28]=[CH:29][CH:30]=1)(=[O:24])[CH3:23].CO, predict the reaction product. The product is: [C:22]([C:25]1[CH:26]=[C:27]([NH:31][C:32]([NH:21][CH:14]2[CH:13]3[CH:18]([CH2:19][CH2:20][N:11]([CH2:10][CH2:9][CH2:8][C:5]4[CH:4]=[CH:3][C:2]([F:1])=[CH:7][CH:6]=4)[CH2:12]3)[CH2:17][CH2:16][CH2:15]2)=[O:33])[CH:28]=[CH:29][CH:30]=1)(=[O:24])[CH3:23]. (2) Given the reactants [NH2:1][C:2]1[CH:7]=[CH:6][C:5]([N:8]2[C:14](=[O:15])[CH2:13][C:12](=[O:16])[NH:11][C:10]3[C:17]4[C:22]([CH:23]=[CH:24][C:9]2=3)=[CH:21][CH:20]=[CH:19][CH:18]=4)=[CH:4][CH:3]=1.O=C1CC(=O)N(C2C=CC(C(OCC)=O)=CC=2)C2C=CC3C(C=2N1)=CC=CC=3.[Cl:53][C:54]1[CH:59]=[CH:58][CH:57]=[CH:56][C:55]=1[CH2:60][CH2:61][C:62](Cl)=[O:63].O=C1CC(=O)N(C2C=CC(C(O)=O)=CC=2)C2C=CC3C(C=2N1)=CC=CC=3, predict the reaction product. The product is: [Cl:53][C:54]1[CH:59]=[CH:58][CH:57]=[CH:56][C:55]=1[CH2:60][CH2:61][C:62]([NH:1][C:2]1[CH:7]=[CH:6][C:5]([N:8]2[C:14](=[O:15])[CH2:13][C:12](=[O:16])[NH:11][C:10]3[C:17]4[C:22]([CH:23]=[CH:24][C:9]2=3)=[CH:21][CH:20]=[CH:19][CH:18]=4)=[CH:4][CH:3]=1)=[O:63].